From a dataset of Forward reaction prediction with 1.9M reactions from USPTO patents (1976-2016). Predict the product of the given reaction. Given the reactants [C:1]([C:3]1[CH:4]=[C:5]2[C:10](=[CH:11][CH:12]=1)[N:9]=[C:8]([C:13]([NH:15][CH2:16][C:17]1[CH:22]=[CH:21][CH:20]=[C:19]([NH:23][C:24](=[O:51])[CH2:25][CH2:26][C:27]3[N:31]=[CH:30][N:29](C(C4C=CC=CC=4)(C4C=CC=CC=4)C4C=CC=CC=4)[N:28]=3)[CH:18]=1)=[O:14])[NH:7][C:6]2=[O:52])#[N:2].C([SiH](CC)CC)C.FC(F)(F)C(O)=O, predict the reaction product. The product is: [C:1]([C:3]1[CH:4]=[C:5]2[C:10](=[CH:11][CH:12]=1)[N:9]=[C:8]([C:13]([NH:15][CH2:16][C:17]1[CH:22]=[CH:21][CH:20]=[C:19]([NH:23][C:24](=[O:51])[CH2:25][CH2:26][C:27]3[N:31]=[CH:30][NH:29][N:28]=3)[CH:18]=1)=[O:14])[NH:7][C:6]2=[O:52])#[N:2].